From a dataset of Forward reaction prediction with 1.9M reactions from USPTO patents (1976-2016). Predict the product of the given reaction. (1) The product is: [OH:12][C:3]1[C:2]([NH:1][C:18](=[O:19])[C:17]2[CH:21]=[CH:22][CH:23]=[C:15]([C:14]([F:13])([F:24])[F:25])[CH:16]=2)=[CH:11][CH:10]=[CH:9][C:4]=1[C:5]([O:7][CH3:8])=[O:6]. Given the reactants [NH2:1][C:2]1[C:3]([OH:12])=[C:4]([CH:9]=[CH:10][CH:11]=1)[C:5]([O:7][CH3:8])=[O:6].[F:13][C:14]([F:25])([F:24])[C:15]1[CH:16]=[C:17]([CH:21]=[CH:22][CH:23]=1)[C:18](Cl)=[O:19], predict the reaction product. (2) Given the reactants [Cl-].[Li+].[BH4-].[Na+].[C:5]([O:9][C:10]([NH:12][CH:13]([C:19]1[CH:24]=[CH:23][CH:22]=[C:21]([CH:25]([F:27])[F:26])[CH:20]=1)[C:14](OCC)=[O:15])=[O:11])([CH3:8])([CH3:7])[CH3:6].Cl, predict the reaction product. The product is: [F:26][CH:25]([F:27])[C:21]1[CH:20]=[C:19]([CH:13]([NH:12][C:10](=[O:11])[O:9][C:5]([CH3:6])([CH3:8])[CH3:7])[CH2:14][OH:15])[CH:24]=[CH:23][CH:22]=1. (3) Given the reactants C1(S([N:10]2[C:18]3[C:13](=[CH:14][C:15]([C:19]4[N:20]=[C:21]([C:25]5[CH:26]=[N:27][CH:28]=[CH:29][CH:30]=5)[S:22][C:23]=4[CH3:24])=[CH:16][CH:17]=3)[CH:12]=[C:11]2[C:31]2[C:36]([F:37])=[CH:35][CH:34]=[CH:33][C:32]=2[F:38])(=O)=O)C=CC=CC=1.C([O-])([O-])=O.[Cs+].[Cs+], predict the reaction product. The product is: [F:38][C:32]1[CH:33]=[CH:34][CH:35]=[C:36]([F:37])[C:31]=1[C:11]1[NH:10][C:18]2[C:13]([CH:12]=1)=[CH:14][C:15]([C:19]1[N:20]=[C:21]([C:25]3[CH:26]=[N:27][CH:28]=[CH:29][CH:30]=3)[S:22][C:23]=1[CH3:24])=[CH:16][CH:17]=2. (4) Given the reactants [F:1][C:2]1[CH:7]=[CH:6][C:5]([CH:8]([C:12]2[CH:17]=[CH:16][C:15]([F:18])=[CH:14][CH:13]=2)[CH2:9][CH2:10][OH:11])=[CH:4][CH:3]=1.[CH3:19][C:20]1[CH:25]=[CH:24][C:23]([S:26](Cl)(=[O:28])=[O:27])=[CH:22][CH:21]=1, predict the reaction product. The product is: [CH3:19][C:20]1[CH:25]=[CH:24][C:23]([S:26]([O:11][CH2:10][CH2:9][CH:8]([C:12]2[CH:13]=[CH:14][C:15]([F:18])=[CH:16][CH:17]=2)[C:5]2[CH:6]=[CH:7][C:2]([F:1])=[CH:3][CH:4]=2)(=[O:28])=[O:27])=[CH:22][CH:21]=1. (5) The product is: [F:12][C:13]([F:24])([F:23])[C:14]1[CH:19]=[C:18]([C:2]2[CH:10]=[CH:9][C:5]([C:6]([OH:8])=[O:7])=[CH:4][CH:3]=2)[CH:17]=[CH:16][CH:15]=1. Given the reactants I[C:2]1[CH:10]=[CH:9][C:5]([C:6]([OH:8])=[O:7])=[CH:4][CH:3]=1.O.[F:12][C:13]([F:24])([F:23])[C:14]1[CH:15]=[C:16](B(O)O)[CH:17]=[CH:18][CH:19]=1.C(=O)([O-])[O-].[Na+].[Na+], predict the reaction product. (6) Given the reactants [CH3:1][N:2]1[CH:6]=[C:5]([N+:7]([O-])=O)[N:4]=[CH:3]1.[H][H].[Cl:12][C:13]1[N:18]=[C:17](Cl)[N:16]=[C:15]([Cl:20])[N:14]=1, predict the reaction product. The product is: [Cl:12][C:13]1[N:14]=[C:15]([Cl:20])[N:16]=[C:17]([NH:7][C:5]2[N:4]=[CH:3][N:2]([CH3:1])[CH:6]=2)[N:18]=1. (7) The product is: [O:1]=[P:2]1([NH:30][C:28]([N:26]([CH2:25][C:23]([OH:24])=[O:22])[CH3:27])=[NH:29])[O:39][CH2:31][C:32]2[CH:38]=[CH:37][CH:36]=[CH:35][C:33]=2[O:34]1. Given the reactants [O:1]=[P:2](Cl)(Cl)Cl.C(N(C(C)C)CC)(C)C.C([O:22][C:23]([CH2:25][N:26]([C:28](=[NH:30])[NH2:29])[CH3:27])=[O:24])C1C=CC=CC=1.[CH2:31]([OH:39])[C:32]1[C:33](=[CH:35][CH:36]=[CH:37][CH:38]=1)[OH:34], predict the reaction product.